Dataset: Forward reaction prediction with 1.9M reactions from USPTO patents (1976-2016). Task: Predict the product of the given reaction. (1) Given the reactants [Br:1][C:2]1[CH:7]=[CH:6][C:5]([C:8]([N:10]2[CH2:14][CH2:13][C@@H:12](OS(C)(=O)=O)[CH2:11]2)=[O:9])=[CH:4][CH:3]=1.[CH3:20][CH:21]([NH2:23])[CH3:22], predict the reaction product. The product is: [Br:1][C:2]1[CH:7]=[CH:6][C:5]([C:8]([N:10]2[CH2:14][CH2:13][C@H:12]([NH:23][CH:21]([CH3:22])[CH3:20])[CH2:11]2)=[O:9])=[CH:4][CH:3]=1. (2) Given the reactants Br[C:2]1[CH:14]=[CH:13][C:12]([C:15]([F:18])([F:17])[F:16])=[CH:11][C:3]=1[CH2:4][N:5]1[CH2:9][CH2:8][O:7][C:6]1=[O:10].[CH3:19][O:20][C:21](=[O:40])[CH2:22][C:23]1[CH:28]=[C:27](B2OC(C)(C)C(C)(C)O2)[CH:26]=[CH:25][C:24]=1[O:38][CH3:39].C(=O)([O-])[O-].[K+].[K+], predict the reaction product. The product is: [CH3:19][O:20][C:21](=[O:40])[CH2:22][C:23]1[CH:28]=[C:27]([C:2]2[CH:14]=[CH:13][C:12]([C:15]([F:18])([F:17])[F:16])=[CH:11][C:3]=2[CH2:4][N:5]2[CH2:9][CH2:8][O:7][C:6]2=[O:10])[CH:26]=[CH:25][C:24]=1[O:38][CH3:39].